This data is from NCI-60 drug combinations with 297,098 pairs across 59 cell lines. The task is: Regression. Given two drug SMILES strings and cell line genomic features, predict the synergy score measuring deviation from expected non-interaction effect. (1) Drug 1: CCC1=C2CN3C(=CC4=C(C3=O)COC(=O)C4(CC)O)C2=NC5=C1C=C(C=C5)O. Drug 2: CCCCC(=O)OCC(=O)C1(CC(C2=C(C1)C(=C3C(=C2O)C(=O)C4=C(C3=O)C=CC=C4OC)O)OC5CC(C(C(O5)C)O)NC(=O)C(F)(F)F)O. Cell line: PC-3. Synergy scores: CSS=47.2, Synergy_ZIP=0.954, Synergy_Bliss=-0.390, Synergy_Loewe=-0.538, Synergy_HSA=1.40. (2) Drug 1: CC1C(C(=O)NC(C(=O)N2CCCC2C(=O)N(CC(=O)N(C(C(=O)O1)C(C)C)C)C)C(C)C)NC(=O)C3=C4C(=C(C=C3)C)OC5=C(C(=O)C(=C(C5=N4)C(=O)NC6C(OC(=O)C(N(C(=O)CN(C(=O)C7CCCN7C(=O)C(NC6=O)C(C)C)C)C)C(C)C)C)N)C. Drug 2: CC1=C2C(C(=O)C3(C(CC4C(C3C(C(C2(C)C)(CC1OC(=O)C(C(C5=CC=CC=C5)NC(=O)OC(C)(C)C)O)O)OC(=O)C6=CC=CC=C6)(CO4)OC(=O)C)O)C)O. Cell line: SR. Synergy scores: CSS=29.9, Synergy_ZIP=1.54, Synergy_Bliss=0.162, Synergy_Loewe=-20.1, Synergy_HSA=-2.11. (3) Drug 1: C1=NC(=NC(=O)N1C2C(C(C(O2)CO)O)O)N. Drug 2: CCN(CC)CCNC(=O)C1=C(NC(=C1C)C=C2C3=C(C=CC(=C3)F)NC2=O)C. Cell line: NCIH23. Synergy scores: CSS=-0.808, Synergy_ZIP=-4.52, Synergy_Bliss=-7.61, Synergy_Loewe=-8.64, Synergy_HSA=-6.58. (4) Drug 1: CC(CN1CC(=O)NC(=O)C1)N2CC(=O)NC(=O)C2. Drug 2: CS(=O)(=O)OCCCCOS(=O)(=O)C. Cell line: PC-3. Synergy scores: CSS=23.2, Synergy_ZIP=-6.49, Synergy_Bliss=0.221, Synergy_Loewe=-0.350, Synergy_HSA=2.33. (5) Drug 2: CC1=C(C=C(C=C1)NC(=O)C2=CC=C(C=C2)CN3CCN(CC3)C)NC4=NC=CC(=N4)C5=CN=CC=C5. Drug 1: C1CCC(C1)C(CC#N)N2C=C(C=N2)C3=C4C=CNC4=NC=N3. Cell line: OVCAR-8. Synergy scores: CSS=2.70, Synergy_ZIP=1.07, Synergy_Bliss=0.604, Synergy_Loewe=-1.97, Synergy_HSA=-1.75. (6) Drug 1: CC1C(C(=O)NC(C(=O)N2CCCC2C(=O)N(CC(=O)N(C(C(=O)O1)C(C)C)C)C)C(C)C)NC(=O)C3=C4C(=C(C=C3)C)OC5=C(C(=O)C(=C(C5=N4)C(=O)NC6C(OC(=O)C(N(C(=O)CN(C(=O)C7CCCN7C(=O)C(NC6=O)C(C)C)C)C)C(C)C)C)N)C. Drug 2: CC1=C(N=C(N=C1N)C(CC(=O)N)NCC(C(=O)N)N)C(=O)NC(C(C2=CN=CN2)OC3C(C(C(C(O3)CO)O)O)OC4C(C(C(C(O4)CO)O)OC(=O)N)O)C(=O)NC(C)C(C(C)C(=O)NC(C(C)O)C(=O)NCCC5=NC(=CS5)C6=NC(=CS6)C(=O)NCCC[S+](C)C)O. Cell line: RXF 393. Synergy scores: CSS=16.9, Synergy_ZIP=-3.33, Synergy_Bliss=1.21, Synergy_Loewe=-0.884, Synergy_HSA=-0.665. (7) Drug 1: CCCS(=O)(=O)NC1=C(C(=C(C=C1)F)C(=O)C2=CNC3=C2C=C(C=N3)C4=CC=C(C=C4)Cl)F. Drug 2: C1C(C(OC1N2C=NC(=NC2=O)N)CO)O. Cell line: KM12. Synergy scores: CSS=9.60, Synergy_ZIP=4.59, Synergy_Bliss=7.92, Synergy_Loewe=-0.213, Synergy_HSA=4.76. (8) Drug 1: CC1=C2C(C(=O)C3(C(CC4C(C3C(C(C2(C)C)(CC1OC(=O)C(C(C5=CC=CC=C5)NC(=O)OC(C)(C)C)O)O)OC(=O)C6=CC=CC=C6)(CO4)OC(=O)C)OC)C)OC. Drug 2: C#CCC(CC1=CN=C2C(=N1)C(=NC(=N2)N)N)C3=CC=C(C=C3)C(=O)NC(CCC(=O)O)C(=O)O. Cell line: SNB-19. Synergy scores: CSS=45.8, Synergy_ZIP=3.28, Synergy_Bliss=4.64, Synergy_Loewe=3.07, Synergy_HSA=4.58. (9) Drug 1: C1=NNC2=C1C(=O)NC=N2. Drug 2: CCC1(C2=C(COC1=O)C(=O)N3CC4=CC5=C(C=CC(=C5CN(C)C)O)N=C4C3=C2)O.Cl. Cell line: SR. Synergy scores: CSS=51.6, Synergy_ZIP=2.07, Synergy_Bliss=0.980, Synergy_Loewe=-37.2, Synergy_HSA=1.45.